This data is from Forward reaction prediction with 1.9M reactions from USPTO patents (1976-2016). The task is: Predict the product of the given reaction. (1) The product is: [ClH:33].[ClH:1].[OH:36][NH:35][C:27](=[O:28])/[CH:26]=[CH:25]/[C:23]1[CH:22]=[CH:21][CH:20]=[C:19](/[CH:18]=[CH:17]/[C:16]([C:13]2[CH:14]=[CH:15][C:10]([N:7]3[CH2:6][CH2:5][N:4]([CH3:3])[CH2:9][CH2:8]3)=[CH:11][CH:12]=2)=[O:30])[N:24]=1. Given the reactants [ClH:1].Cl.[CH3:3][N:4]1[CH2:9][CH2:8][N:7]([C:10]2[CH:15]=[CH:14][C:13]([C:16](=[O:30])/[CH:17]=[CH:18]/[C:19]3[N:24]=[C:23](/[CH:25]=[CH:26]/[C:27](O)=[O:28])[CH:22]=[CH:21][CH:20]=3)=[CH:12][CH:11]=2)[CH2:6][CH2:5]1.C(Cl)C[Cl:33].[NH2:35][O:36]C1CCCCO1, predict the reaction product. (2) Given the reactants [Cl:1][C:2]1[CH:7]=[C:6]([OH:8])[CH:5]=[CH:4][C:3]=1[CH:9]([CH3:28])[C:10]([C:16]1[CH:17]=[CH:18][C:19]2[O:24][CH2:23][C:22](=[O:25])[N:21]([CH3:26])[C:20]=2[CH:27]=1)([OH:15])[C:11]([F:14])([F:13])[F:12].F[C:30]1[CH:37]=[CH:36][C:33]([CH:34]=[O:35])=[C:32]([C:38]([F:41])([F:40])[F:39])[CH:31]=1.C(=O)([O-])[O-].[Cs+].[Cs+], predict the reaction product. The product is: [Cl:1][C:2]1[CH:7]=[C:6]([CH:5]=[CH:4][C:3]=1[CH:9]([CH3:28])[C:10]([OH:15])([C:16]1[CH:17]=[CH:18][C:19]2[O:24][CH2:23][C:22](=[O:25])[N:21]([CH3:26])[C:20]=2[CH:27]=1)[C:11]([F:12])([F:13])[F:14])[O:8][C:30]1[CH:37]=[CH:36][C:33]([CH:34]=[O:35])=[C:32]([C:38]([F:39])([F:41])[F:40])[CH:31]=1. (3) Given the reactants S(Cl)([Cl:3])=O.[Cl:5][C:6]1[C:14]([S:15][CH2:16][CH3:17])=[C:13]([Cl:18])[CH:12]=[C:11]([F:19])[C:7]=1[C:8](O)=[O:9], predict the reaction product. The product is: [Cl:5][C:6]1[C:14]([S:15][CH2:16][CH3:17])=[C:13]([Cl:18])[CH:12]=[C:11]([F:19])[C:7]=1[C:8]([Cl:3])=[O:9]. (4) The product is: [C:39]([C:25]1[N:26]=[CH:27][C:28]([C:2]2[CH:3]=[CH:4][C:5]3[N:11]4[CH2:12][C@H:8]([CH2:9][CH2:10]4)[N:7]([C:13]([NH:15][C:16]4[CH:21]=[N:20][CH:19]=[CH:18][N:17]=4)=[O:14])[C:6]=3[N:22]=2)=[CH:29][C:24]=1[CH3:23])#[N:40]. Given the reactants Cl[C:2]1[CH:3]=[CH:4][C:5]2[N:11]3[CH2:12][C@H:8]([CH2:9][CH2:10]3)[N:7]([C:13]([NH:15][C:16]3[CH:21]=[N:20][CH:19]=[CH:18][N:17]=3)=[O:14])[C:6]=2[N:22]=1.[CH3:23][C:24]1[C:25]([C:39]#[N:40])=[N:26][CH:27]=[C:28](B2OC(C)(C)C(C)(C)O2)[CH:29]=1.[O-]P([O-])([O-])=O.[K+].[K+].[K+].CC(C1C=C(C(C)C)C(C2C=CC=CC=2P(C2CCCCC2)C2CCCCC2)=C(C(C)C)C=1)C, predict the reaction product. (5) Given the reactants C[C:2]1[CH:26]=[C:25](B2OC(C)(C)C(C)(C)O2)[CH:24]=[C:23](C)[C:3]=1[CH2:4][N:5]1[CH2:10][CH2:9][C:8]([CH2:17][C:18]([OH:21])([CH3:20])[CH3:19])([C:11]2[CH:16]=[CH:15][CH:14]=[CH:13][CH:12]=2)[O:7][C:6]1=[O:22].Br[C:38]1[CH:43]=[CH:42][N:41]([CH:44]2[CH2:46][CH2:45]2)[C:40](=[O:47])[CH:39]=1, predict the reaction product. The product is: [CH:44]1([N:41]2[CH:42]=[CH:43][C:38]([C:25]3[CH:24]=[CH:23][C:3]([CH2:4][N:5]4[CH2:10][CH2:9][C:8]([CH2:17][C:18]([OH:21])([CH3:19])[CH3:20])([C:11]5[CH:12]=[CH:13][CH:14]=[CH:15][CH:16]=5)[O:7][C:6]4=[O:22])=[CH:2][CH:26]=3)=[CH:39][C:40]2=[O:47])[CH2:46][CH2:45]1. (6) Given the reactants [F:1][C:2]1[CH:7]=[CH:6][CH:5]=[CH:4][C:3]=1[CH2:8][C:9]([NH:11][CH2:12][C:13]1[CH:18]=[CH:17][C:16](=O)[NH:15][N:14]=1)=O.P(Cl)(Cl)([Cl:22])=O, predict the reaction product. The product is: [Cl:22][C:16]1[CH:17]=[CH:18][C:13]2[N:14]([C:9]([CH2:8][C:3]3[CH:4]=[CH:5][CH:6]=[CH:7][C:2]=3[F:1])=[N:11][CH:12]=2)[N:15]=1.